Dataset: CYP1A2 inhibition data for predicting drug metabolism from PubChem BioAssay. Task: Regression/Classification. Given a drug SMILES string, predict its absorption, distribution, metabolism, or excretion properties. Task type varies by dataset: regression for continuous measurements (e.g., permeability, clearance, half-life) or binary classification for categorical outcomes (e.g., BBB penetration, CYP inhibition). Dataset: cyp1a2_veith. (1) The molecule is Cc1nn(Cc2c(F)c(F)c(F)c(F)c2F)c(C)c1NC(=O)c1c(-c2ccccc2)nn(-c2ccccc2)c1C. The result is 0 (non-inhibitor). (2) The molecule is Clc1ccccc1-c1cc(NCc2cccnc2)ncn1. The result is 1 (inhibitor). (3) The compound is COc1c2c(nc3ccccc13)O[C@H]([C@@](C)(O)CO)C2. The result is 1 (inhibitor).